This data is from Reaction yield outcomes from USPTO patents with 853,638 reactions. The task is: Predict the reaction yield, written as a fraction of the theoretical maximum amount of product (1.0 means a 100% yield; for example, 0.34 means a 34% yield). (1) The reactants are [P:1]([O:19][C:20]1[C:29]2[C:24](=[CH:25][C:26]3[O:32][CH2:31][O:30][C:27]=3[CH:28]=2)[N:23]=[C:22]([C:33]2[C:42]3[C:37](=[CH:38][CH:39]=[CH:40][CH:41]=3)[CH:36]=[CH:35][CH:34]=2)[CH:21]=1)([O:11]CC1C=CC=CC=1)([O:3]CC1C=CC=CC=1)=[O:2]. The catalyst is CO.[Pd]. The product is [P:1]([OH:3])([OH:11])([O:19][C:20]1[C:29]2[C:24](=[CH:25][C:26]3[O:32][CH2:31][O:30][C:27]=3[CH:28]=2)[N:23]=[C:22]([C:33]2[C:42]3[C:37](=[CH:38][CH:39]=[CH:40][CH:41]=3)[CH:36]=[CH:35][CH:34]=2)[CH:21]=1)=[O:2]. The yield is 0.941. (2) The reactants are [CH2:1]([O:8][CH2:9][C:10]1[NH:11][C:12]([S:18][C:19]2[CH:24]=[CH:23][CH:22]=[C:21]([O:25][CH3:26])[CH:20]=2)=[C:13]([CH:15]([CH3:17])[CH3:16])[N:14]=1)[C:2]1[CH:7]=[CH:6][CH:5]=[CH:4][CH:3]=1.[N:27]1[CH:32]=[CH:31][C:30]([CH2:33]Cl)=[CH:29][CH:28]=1.[OH-].[Na+].[I-].[Li+]. The catalyst is C1COCC1.[Br-].C([N+](CCCC)(CCCC)CCCC)CCC. The product is [CH2:1]([O:8][CH2:9][C:10]1[N:11]([CH2:33][C:30]2[CH:31]=[CH:32][N:27]=[CH:28][CH:29]=2)[C:12]([S:18][C:19]2[CH:24]=[CH:23][CH:22]=[C:21]([O:25][CH3:26])[CH:20]=2)=[C:13]([CH:15]([CH3:17])[CH3:16])[N:14]=1)[C:2]1[CH:3]=[CH:4][CH:5]=[CH:6][CH:7]=1. The yield is 0.650. (3) The reactants are [Br:1][C:2]1[CH:3]=[C:4]([CH2:8][C:9]([OH:11])=O)[CH:5]=[N:6][CH:7]=1.[NH:12]1[CH2:17][CH2:16][O:15][CH2:14][CH2:13]1.C(Cl)CCl.ON1C2C=CC=CC=2N=N1. The catalyst is C(Cl)Cl.CC1(C)C(C2C=NC(C)=C([N+]([O-])=O)C=2)=CCNC1. The product is [Br:1][C:2]1[CH:3]=[C:4]([CH2:8][C:9]([N:12]2[CH2:17][CH2:16][O:15][CH2:14][CH2:13]2)=[O:11])[CH:5]=[N:6][CH:7]=1. The yield is 0.950. (4) The reactants are [F:1][C:2]1[CH:7]=[CH:6][C:5]([C:8]2[N:12]([S:13]([C:16]3[CH:21]=[CH:20][C:19]([C:22]([F:25])([F:24])[F:23])=[CH:18][CH:17]=3)(=[O:15])=[O:14])[CH:11]=[C:10]([CH:26]=O)[CH:9]=2)=[CH:4][CH:3]=1.[Cl-].C[NH3+].[C:31]([BH3-])#[N:32].[Na+]. The catalyst is CO. The product is [F:1][C:2]1[CH:7]=[CH:6][C:5]([C:8]2[N:12]([S:13]([C:16]3[CH:21]=[CH:20][C:19]([C:22]([F:25])([F:24])[F:23])=[CH:18][CH:17]=3)(=[O:15])=[O:14])[CH:11]=[C:10]([CH2:26][NH:32][CH3:31])[CH:9]=2)=[CH:4][CH:3]=1. The yield is 0.680. (5) The reactants are [Br:1][C:2]1[CH:3]=[C:4]([O:12][CH2:13][C@@H:14]2[CH2:19][CH2:18][CH2:17][NH:16][CH2:15]2)[C:5]2[N:6]([CH:9]=[N:10][CH:11]=2)[C:7]=1[Cl:8].C(N(CC)CC)C.Br[CH2:28][CH2:29][O:30][CH3:31]. The catalyst is CN(C=O)C. The product is [Br:1][C:2]1[CH:3]=[C:4]([O:12][CH2:13][C@@H:14]2[CH2:19][CH2:18][CH2:17][N:16]([CH2:28][CH2:29][O:30][CH3:31])[CH2:15]2)[C:5]2[N:6]([CH:9]=[N:10][CH:11]=2)[C:7]=1[Cl:8]. The yield is 0.200. (6) The reactants are [N+:1]([C:4]1[C:13]2[C:8](=[CH:9][CH:10]=[CH:11][CH:12]=2)[C:7]([O:14][C:15]2[N:20]=[CH:19][N:18]=[C:17]([NH:21][C:22](=O)[O:23]C(C)=C)[CH:16]=2)=[CH:6][CH:5]=1)([O-:3])=[O:2].C[N:29]1CCOCC1.N.CO. The catalyst is C1COCC1. The product is [N+:1]([C:4]1[C:13]2[C:8](=[CH:9][CH:10]=[CH:11][CH:12]=2)[C:7]([O:14][C:15]2[N:20]=[CH:19][N:18]=[C:17]([NH:21][C:22]([NH2:29])=[O:23])[CH:16]=2)=[CH:6][CH:5]=1)([O-:3])=[O:2]. The yield is 0.610. (7) The reactants are Br[C:2]1[N:3]([S:16]([C:19]2[CH:20]=[N:21][CH:22]=[CH:23][CH:24]=2)(=[O:18])=[O:17])[C:4]([C:9]2[CH:14]=[CH:13][CH:12]=[CH:11][C:10]=2[F:15])=[CH:5][C:6]=1[CH:7]=[O:8].[Cu][C:26]#[N:27]. The catalyst is O1CCOCC1.C(OCC)(=O)C.C1C=CC(/C=C/C(/C=C/C2C=CC=CC=2)=O)=CC=1.C1C=CC(/C=C/C(/C=C/C2C=CC=CC=2)=O)=CC=1.C1C=CC(/C=C/C(/C=C/C2C=CC=CC=2)=O)=CC=1.[Pd].[Pd].C1(P(C2C=CC=CC=2)[C-]2C=CC=C2)C=CC=CC=1.[C-]1(P(C2C=CC=CC=2)C2C=CC=CC=2)C=CC=C1.[Fe+2]. The product is [F:15][C:10]1[CH:11]=[CH:12][CH:13]=[CH:14][C:9]=1[C:4]1[N:3]([S:16]([C:19]2[CH:20]=[N:21][CH:22]=[CH:23][CH:24]=2)(=[O:18])=[O:17])[C:2]([C:26]#[N:27])=[C:6]([CH:7]=[O:8])[CH:5]=1. The yield is 0.570. (8) The reactants are C([Li])CCC.[F:6][C:7]1[CH:12]=[C:11]([F:13])[CH:10]=[CH:9][C:8]=1[C@:14]1([CH2:24][N:25]2[CH:29]=[N:28][CH:27]=[N:26]2)[C@@H:16]([C:17]2[CH:22]=[CH:21][CH:20]=[CH:19][C:18]=2[F:23])[O:15]1.[CH3:30][S:31]SC.[Cl-].[NH4+]. The catalyst is O1CCCC1.CO. The product is [F:6][C:7]1[CH:12]=[C:11]([F:13])[CH:10]=[CH:9][C:8]=1[C@:14]1([CH2:24][N:25]2[C:29]([S:31][CH3:30])=[N:28][CH:27]=[N:26]2)[C@@H:16]([C:17]2[CH:22]=[CH:21][CH:20]=[CH:19][C:18]=2[F:23])[O:15]1. The yield is 0.400. (9) The catalyst is C(Cl)Cl. The reactants are [CH2:1]([O:8][C:9](=[O:26])[C:10]([CH3:25])([O:12][C:13]1[CH:18]=[CH:17][CH:16]=[C:15]([CH:19]2[CH2:24][CH2:23][CH2:22][NH:21][CH2:20]2)[CH:14]=1)[CH3:11])[C:2]1[CH:7]=[CH:6][CH:5]=[CH:4][CH:3]=1.[CH:27]([C:30]1[CH:40]=[CH:39][C:33](/[CH:34]=[CH:35]/[C:36](O)=[O:37])=[CH:32][CH:31]=1)([CH3:29])[CH3:28].Cl.CN(C)CCCN=C=NCC. The product is [CH2:1]([O:8][C:9](=[O:26])[C:10]([O:12][C:13]1[CH:18]=[CH:17][CH:16]=[C:15]([CH:19]2[CH2:24][CH2:23][CH2:22][N:21]([C:36](=[O:37])[CH:35]=[CH:34][C:33]3[CH:39]=[CH:40][C:30]([CH:27]([CH3:28])[CH3:29])=[CH:31][CH:32]=3)[CH2:20]2)[CH:14]=1)([CH3:11])[CH3:25])[C:2]1[CH:7]=[CH:6][CH:5]=[CH:4][CH:3]=1. The yield is 0.600. (10) The reactants are [CH2:1]([O:8][C:9]1[CH:14]=[CH:13][C:12]([CH2:15][CH2:16][CH2:17][CH2:18][CH2:19][CH2:20][CH2:21][S:22](Cl)(=[O:24])=[O:23])=[CH:11][CH:10]=1)[C:2]1[CH:7]=[CH:6][CH:5]=[CH:4][CH:3]=1.[NH4+].[F-:27]. The catalyst is CC(C)=O.C(OCC)C. The product is [CH2:1]([O:8][C:9]1[CH:14]=[CH:13][C:12]([CH2:15][CH2:16][CH2:17][CH2:18][CH2:19][CH2:20][CH2:21][S:22]([F:27])(=[O:24])=[O:23])=[CH:11][CH:10]=1)[C:2]1[CH:7]=[CH:6][CH:5]=[CH:4][CH:3]=1. The yield is 0.930.